From a dataset of Reaction yield outcomes from USPTO patents with 853,638 reactions. Predict the reaction yield, written as a fraction of the theoretical maximum amount of product (1.0 means a 100% yield; for example, 0.34 means a 34% yield). (1) The yield is 0.160. The product is [OH:8][C:9]1[CH:14]=[C:13]([OH:15])[C:12]([CH:23]([CH3:25])[CH3:24])=[CH:11][C:10]=1[C:26]([N:28]1[CH2:36][C:35]2[C:30](=[CH:31][CH:32]=[CH:33][C:34]=2[O:37][CH2:38][CH2:39][O:40][CH2:41][CH2:42][O:43][CH3:44])[CH2:29]1)=[O:27]. The catalyst is CO.[Pd]. The reactants are C([O:8][C:9]1[CH:14]=[C:13]([O:15]CC2C=CC=CC=2)[C:12]([C:23]([CH3:25])=[CH2:24])=[CH:11][C:10]=1[C:26]([N:28]1[CH2:36][C:35]2[C:30](=[CH:31][CH:32]=[CH:33][C:34]=2[O:37][CH2:38][CH2:39][O:40][CH2:41][CH2:42][O:43][CH3:44])[CH2:29]1)=[O:27])C1C=CC=CC=1. (2) The reactants are [CH:1]([C:3]1[N:7]([CH3:8])[CH:6]=[N:5][C:4]=1[C:9]#[N:10])=O.Cl.[NH2:12][CH2:13][CH:14]([C:21]1[CH:26]=[C:25]([F:27])[CH:24]=[C:23]([F:28])[C:22]=1[F:29])[CH2:15][C:16](OCC)=[O:17]. No catalyst specified. The product is [CH3:8][N:7]1[C:3]([CH2:1][N:12]2[CH2:13][CH:14]([C:21]3[CH:26]=[C:25]([F:27])[CH:24]=[C:23]([F:28])[C:22]=3[F:29])[CH2:15][C:16]2=[O:17])=[C:4]([C:9]#[N:10])[N:5]=[CH:6]1. The yield is 0.258.